Predict the reactants needed to synthesize the given product. From a dataset of Full USPTO retrosynthesis dataset with 1.9M reactions from patents (1976-2016). (1) Given the product [N:20]1([CH2:19][CH2:18][O:1][C:2]2[CH:9]=[CH:8][C:5]([CH:6]=[O:7])=[CH:4][CH:3]=2)[CH2:25][CH2:24][O:23][CH2:22][CH2:21]1, predict the reactants needed to synthesize it. The reactants are: [OH:1][C:2]1[CH:9]=[CH:8][C:5]([CH:6]=[O:7])=[CH:4][CH:3]=1.C([O-])([O-])=O.[Cs+].[Cs+].Cl.Cl[CH2:18][CH2:19][N:20]1[CH2:25][CH2:24][O:23][CH2:22][CH2:21]1. (2) Given the product [Cl:1][C:2]1[C:7]([O:8][CH2:9][C:10]([OH:12])=[O:11])=[CH:6][CH:5]=[C:4]([NH:23][S:20](=[O:22])(=[O:21])[NH:19][CH3:18])[N:3]=1, predict the reactants needed to synthesize it. The reactants are: [Cl:1][C:2]1[C:7]([O:8][CH2:9][C:10]([O:12]C(C)(C)C)=[O:11])=[CH:6][CH:5]=[C:4](I)[N:3]=1.[CH3:18][NH:19][S:20]([NH2:23])(=[O:22])=[O:21]. (3) Given the product [CH3:1][C:2]1[CH:6]=[C:5]([NH:7][C:8]([C:10]2[CH:14]=[CH:13][N:12]([C:20](=[O:21])[C:19]3[CH:23]=[CH:24][CH:25]=[CH:26][C:18]=3[O:17][CH2:15][CH3:16])[N:11]=2)=[O:9])[O:4][N:3]=1, predict the reactants needed to synthesize it. The reactants are: [CH3:1][C:2]1[CH:6]=[C:5]([NH:7][C:8]([C:10]2[CH:14]=[CH:13][NH:12][N:11]=2)=[O:9])[O:4][N:3]=1.[CH2:15]([O:17][C:18]1[CH:26]=[CH:25][CH:24]=[CH:23][C:19]=1[C:20](Cl)=[O:21])[CH3:16]. (4) Given the product [C:22]([O:21][C:19]([NH:18][CH2:17][C@H:14]1[CH2:15][CH2:16][C@H:11]([C:9]([NH:8][C@@H:7]([CH2:6][C:5]2[CH:29]=[CH:30][C:2]([C:41]3[CH:42]=[CH:43][C:44]([C:46]([O:48][CH3:49])=[O:47])=[CH:45][C:40]=3[CH3:39])=[CH:3][CH:4]=2)[C:26]([OH:28])=[O:27])=[O:10])[CH2:12][CH2:13]1)=[O:20])([CH3:25])([CH3:24])[CH3:23], predict the reactants needed to synthesize it. The reactants are: Br[C:2]1[CH:30]=[CH:29][C:5]([CH2:6][C@@H:7]([C:26]([OH:28])=[O:27])[NH:8][C:9]([C@H:11]2[CH2:16][CH2:15][C@H:14]([CH2:17][NH:18][C:19]([O:21][C:22]([CH3:25])([CH3:24])[CH3:23])=[O:20])[CH2:13][CH2:12]2)=[O:10])=[CH:4][CH:3]=1.OC(C(O)(C)C)(C)C.[CH3:39][C:40]1[CH:45]=[C:44]([C:46]([O:48][CH3:49])=[O:47])[CH:43]=[CH:42][C:41]=1B([O-])[O-].C(=O)([O-])[O-].[Na+].[Na+].C(#N)C. (5) Given the product [S:36]1[C:34]2=[N:35][C:31]3[CH:30]=[CH:29][C:28](/[CH:5]=[C:6]4\[C@@H:7]5[N:11]([C:12]\4=[O:13])[C:10]([C:14]([OH:16])=[O:15])=[CH:9][S:8]5)=[CH:40][C:32]=3[N:33]2[CH2:39][CH2:38][CH2:37]1, predict the reactants needed to synthesize it. The reactants are: C(O[CH:5]([C:28]1[CH:29]=[CH:30][C:31]2[N:35]=[C:34]3[S:36][CH2:37][CH2:38][CH2:39][N:33]3[C:32]=2[CH:40]=1)[C:6]1(Br)[C:12](=[O:13])[N:11]2[C@@H:7]1[S:8][CH:9]=[C:10]2[C:14]([O:16]CC1C=CC([N+]([O-])=O)=CC=1)=[O:15])(=O)C.[H][H]. (6) Given the product [CH3:31][N:27]1[CH2:28][CH2:29][CH2:30][C@@H:25]([NH:24][C:13]([C:12]2[C:6]3[C:7](=[N:8][CH:9]=[C:4]([CH:1]4[CH2:2][CH2:3]4)[N:5]=3)[N:10]([CH2:16][O:17][CH2:18][CH2:19][Si:20]([CH3:21])([CH3:22])[CH3:23])[CH:11]=2)=[O:15])[C:26]1=[O:32], predict the reactants needed to synthesize it. The reactants are: [CH:1]1([C:4]2[N:5]=[C:6]3[C:12]([C:13]([OH:15])=O)=[CH:11][N:10]([CH2:16][O:17][CH2:18][CH2:19][Si:20]([CH3:23])([CH3:22])[CH3:21])[C:7]3=[N:8][CH:9]=2)[CH2:3][CH2:2]1.[NH2:24][C@@H:25]1[CH2:30][CH2:29][CH2:28][N:27]([CH3:31])[C:26]1=[O:32].C(N(CC)CC)C.C1CN([P+](ON2N=NC3C=CC=CC2=3)(N2CCCC2)N2CCCC2)CC1.F[P-](F)(F)(F)(F)F.